This data is from Forward reaction prediction with 1.9M reactions from USPTO patents (1976-2016). The task is: Predict the product of the given reaction. (1) Given the reactants [F:1][C:2]1[CH:3]=[CH:4][C:5]2=[C:6]([CH:33]=1)[O:7][CH2:8][C:9]1[CH:19]=[C:18]([CH2:20][N:21]3[C:25]4[CH:26]=[CH:27][CH:28]=[CH:29][C:24]=4[N:23]=[C:22]3[CH2:30][NH:31][CH3:32])[CH:17]=[CH:16][C:10]=1/[C:11]/2=[C:12](/[CH3:15])\[C:13]#[N:14].C=O.[C:36]([BH3-])#N.[Na+].C(=O)([O-])O.[Na+], predict the reaction product. The product is: [CH3:32][N:31]([CH2:30][C:22]1[N:21]([CH2:20][C:18]2[CH:17]=[CH:16][C:10]3/[C:11](=[C:12](/[CH3:15])\[C:13]#[N:14])/[C:5]4[CH:4]=[CH:3][C:2]([F:1])=[CH:33][C:6]=4[O:7][CH2:8][C:9]=3[CH:19]=2)[C:25]2[CH:26]=[CH:27][CH:28]=[CH:29][C:24]=2[N:23]=1)[CH3:36]. (2) Given the reactants [Cl:1][C:2]1[CH:3]=[C:4]([C@@:9]23[CH2:14][CH:13]2[CH2:12][O:11][C:10]3=[O:15])[CH:5]=[CH:6][C:7]=1[Cl:8].ClCCl, predict the reaction product. The product is: [Cl:1][C:2]1[CH:3]=[C:4]([C@@:9]2([CH2:10][OH:15])[CH2:14][CH:13]2[CH2:12][OH:11])[CH:5]=[CH:6][C:7]=1[Cl:8]. (3) The product is: [N+:1]([C:4]1[C:8]([C:9]([O:11][CH3:12])=[O:10])=[N:7][N:6]([CH2:22][CH2:21][O:20][CH2:17][CH2:18][CH3:19])[C:5]=1[C:13]([O:15][CH3:16])=[O:14])([O-:3])=[O:2]. Given the reactants [N+:1]([C:4]1[C:5]([C:13]([O:15][CH3:16])=[O:14])=[N:6][NH:7][C:8]=1[C:9]([O:11][CH3:12])=[O:10])([O-:3])=[O:2].[CH2:17]([O:20][CH2:21][CH2:22]O)[CH2:18][CH3:19].C1(P(C2C=CC=CC=2)C2C=CC=CC=2)C=CC=CC=1.N(C(OC(C)C)=O)=NC(OC(C)C)=O, predict the reaction product. (4) Given the reactants [S:1]1[CH:5]=[CH:4][CH:3]=[C:2]1[S:6]([NH:9][C:10]1[CH:11]=[C:12]([CH:16]=[CH:17][CH:18]=1)[C:13](O)=O)(=[O:8])=[O:7].[NH2:19][C:20]1[C:25]([NH2:26])=[CH:24][CH:23]=[CH:22][N:21]=1.CN(C(ON1N=NC2C=CC=CC1=2)=[N+](C)C)C.F[P-](F)(F)(F)(F)F, predict the reaction product. The product is: [NH:26]1[C:25]2[C:20](=[N:21][CH:22]=[CH:23][CH:24]=2)[N:19]=[C:13]1[C:12]1[CH:11]=[C:10]([NH:9][S:6]([C:2]2[S:1][CH:5]=[CH:4][CH:3]=2)(=[O:8])=[O:7])[CH:18]=[CH:17][CH:16]=1. (5) Given the reactants [CH3:1][N:2]1[CH2:33][CH2:32][CH2:31][C@@:3]1([CH3:34])[C:4]([NH:6][C@H:7]([C:11]([N:13]([C@@H:15]([C@@H:27]([CH3:30])[CH2:28][CH3:29])[C@H:16]([O:25][CH3:26])[CH2:17][C:18]([O:20]C(C)(C)C)=[O:19])[CH3:14])=[O:12])[CH:8]([CH3:10])[CH3:9])=[O:5].FC(F)(F)C(O)=O, predict the reaction product. The product is: [CH3:1][N:2]1[CH2:33][CH2:32][CH2:31][C@@:3]1([CH3:34])[C:4]([NH:6][C@H:7]([C:11]([N:13]([C@@H:15]([C@@H:27]([CH3:30])[CH2:28][CH3:29])[C@H:16]([O:25][CH3:26])[CH2:17][C:18]([OH:20])=[O:19])[CH3:14])=[O:12])[CH:8]([CH3:10])[CH3:9])=[O:5]. (6) Given the reactants [CH3:1][O:2][C:3]1[CH:4]=[C:5]2[C:15]3[C:10](=[CH:11][N:12]=[C:13]([C:16]4[CH:17]=[N:18][N:19]([CH2:21][CH2:22][CH2:23][CH2:24][CH2:25][NH:26]C(=O)OC(C)(C)C)[CH:20]=4)[CH:14]=3)[NH:9][C:6]2=[N:7][CH:8]=1.Cl, predict the reaction product. The product is: [CH3:1][O:2][C:3]1[CH:4]=[C:5]2[C:15]3[C:10](=[CH:11][N:12]=[C:13]([C:16]4[CH:17]=[N:18][N:19]([CH2:21][CH2:22][CH2:23][CH2:24][CH2:25][NH2:26])[CH:20]=4)[CH:14]=3)[NH:9][C:6]2=[N:7][CH:8]=1.